From a dataset of Full USPTO retrosynthesis dataset with 1.9M reactions from patents (1976-2016). Predict the reactants needed to synthesize the given product. (1) The reactants are: [Cl:1][C:2]1[C:3]([CH3:12])=[CH:4][C:5]([F:11])=[C:6]([CH:10]=1)[C:7](O)=[O:8].[CH3:13][S:14]([NH2:17])(=[O:16])=[O:15].Cl.CN(C)CCCN=C=NCC. Given the product [Cl:1][C:2]1[C:3]([CH3:12])=[CH:4][C:5]([F:11])=[C:6]([CH:10]=1)[C:7]([NH:17][S:14]([CH3:13])(=[O:16])=[O:15])=[O:8], predict the reactants needed to synthesize it. (2) Given the product [C:1]1([C:7]2[S:8][CH:9]=[C:10](/[C:12](/[C:14]3[CH:19]=[C:18]([O:20][CH3:21])[C:17]([O:22][CH3:23])=[C:16]([O:24][CH3:25])[CH:15]=3)=[N:27]\[OH:28])[N:11]=2)[CH:6]=[CH:5][CH:4]=[CH:3][CH:2]=1, predict the reactants needed to synthesize it. The reactants are: [C:1]1([C:7]2[S:8][CH:9]=[C:10]([C:12]([C:14]3[CH:19]=[C:18]([O:20][CH3:21])[C:17]([O:22][CH3:23])=[C:16]([O:24][CH3:25])[CH:15]=3)=O)[N:11]=2)[CH:6]=[CH:5][CH:4]=[CH:3][CH:2]=1.Cl.[NH2:27][OH:28].[OH-].[Na+]. (3) Given the product [C:1]([O-:6])(=[O:5])[CH:2]([CH3:4])[OH:3].[NH4+:7].[C:1]([OH:6])(=[O:5])[CH:2]([CH3:4])[OH:3], predict the reactants needed to synthesize it. The reactants are: [C:1]([O-:6])(=[O:5])[CH:2]([CH3:4])[OH:3].[NH4+:7].C(O)CCCCCCCCCCC. (4) Given the product [CH2:1]([O:3][CH2:4][C:5]1[N:6]([CH2:18][C:19]2([NH2:25])[CH2:24][CH2:23][CH2:22][CH2:21][CH2:20]2)[C:7]2[C:16]3[CH:15]=[CH:14][CH:13]=[CH:12][C:11]=3[N:10]=[CH:9][C:8]=2[N:17]=1)[CH3:2], predict the reactants needed to synthesize it. The reactants are: [CH2:1]([O:3][CH2:4][C:5]1[N:6]([CH2:18][C:19]2([NH:25]C(=O)OC(C)(C)C)[CH2:24][CH2:23][CH2:22][CH2:21][CH2:20]2)[C:7]2[C:16]3[CH:15]=[CH:14][CH:13]=[CH:12][C:11]=3[N:10]=[CH:9][C:8]=2[N:17]=1)[CH3:2].Cl. (5) Given the product [Br:11][C:12]1[CH:21]=[CH:20][C:15]([C:16](=[O:19])[CH2:17][S:7]([C:1]2[CH:6]=[CH:5][CH:4]=[CH:3][CH:2]=2)(=[O:9])=[O:8])=[CH:14][CH:13]=1, predict the reactants needed to synthesize it. The reactants are: [C:1]1([S:7](Cl)(=[O:9])=[O:8])[CH:6]=[CH:5][CH:4]=[CH:3][CH:2]=1.[Br:11][C:12]1[CH:21]=[CH:20][C:15]([C:16](=[O:19])[CH2:17]Br)=[CH:14][CH:13]=1. (6) Given the product [NH2:9][C@H:8]1[CH2:7][CH2:6][CH2:5][N:4]([S:20]([C:23]2[CH:28]=[CH:27][CH:26]=[CH:25][N:24]=2)(=[O:22])=[O:21])[CH2:3][C@@H:2]1[OH:1], predict the reactants needed to synthesize it. The reactants are: [OH:1][C@@H:2]1[C@@H:8]([N:9]2C(=O)C3C(=CC=CC=3)C2=O)[CH2:7][CH2:6][CH2:5][N:4]([S:20]([C:23]2[CH:28]=[CH:27][CH:26]=[CH:25][N:24]=2)(=[O:22])=[O:21])[CH2:3]1.NN. (7) Given the product [F:1][C:2]1[CH:11]=[CH:10][C:5]2[N:6]([CH:23]([CH3:29])[C:24]([OH:26])=[O:25])[C:7](=[N:9][C:18](=[O:19])[C:15]3[CH:16]=[CH:17][C:12]([CH3:21])=[CH:13][CH:14]=3)[S:8][C:4]=2[CH:3]=1, predict the reactants needed to synthesize it. The reactants are: [F:1][C:2]1[CH:11]=[CH:10][C:5]2[N:6]=[C:7]([NH2:9])[S:8][C:4]=2[CH:3]=1.[C:12]1([CH3:21])[CH:17]=[CH:16][C:15]([C:18](Cl)=[O:19])=[CH:14][CH:13]=1.Br[CH:23]([CH3:29])[C:24]([O:26]CC)=[O:25].COC1C=CC2N=C(N)SC=2C=1.ClC1C=C(C=CC=1)C(Cl)=O.BrCC(OCC)=O.